This data is from Full USPTO retrosynthesis dataset with 1.9M reactions from patents (1976-2016). The task is: Predict the reactants needed to synthesize the given product. (1) Given the product [CH3:12][C:13]1[CH:44]=[CH:43][CH:42]=[CH:41][C:14]=1[CH2:15][NH:16][C:17]([C@@H:19]1[C:23]([CH3:25])([CH3:24])[S:22][CH2:21][N:20]1[C:26](=[O:40])[C@@H:27]([OH:39])[C@@H:28]([NH:38][C:5](=[O:7])[C:4]1[CH:8]=[CH:9][CH:10]=[C:2]([NH2:1])[C:3]=1[Cl:11])[CH2:29][C:30]1[CH:31]=[CH:32][C:33]([O:36][CH3:37])=[CH:34][CH:35]=1)=[O:18], predict the reactants needed to synthesize it. The reactants are: [NH2:1][C:2]1[C:3]([Cl:11])=[C:4]([CH:8]=[CH:9][CH:10]=1)[C:5]([OH:7])=O.[CH3:12][C:13]1[CH:44]=[CH:43][CH:42]=[CH:41][C:14]=1[CH2:15][NH:16][C:17]([C@@H:19]1[C:23]([CH3:25])([CH3:24])[S:22][CH2:21][N:20]1[C:26](=[O:40])[C@@H:27]([OH:39])[C@@H:28]([NH2:38])[CH2:29][C:30]1[CH:35]=[CH:34][C:33]([O:36][CH3:37])=[CH:32][CH:31]=1)=[O:18]. (2) Given the product [CH3:5][C:6]1[CH:7]=[C:8]([C:9](=[O:10])[C:6]2[CH:7]=[CH:8][C:12]([Cl:1])=[CH:13][CH:14]=2)[CH:12]=[C:13]([CH3:15])[CH:14]=1, predict the reactants needed to synthesize it. The reactants are: [Cl-:1].[Cl-].[Cl-].[Al+3].[CH3:5][C:6]1[CH:7]=[C:8]([CH:12]=[C:13]([CH3:15])[CH:14]=1)[C:9](Cl)=[O:10]. (3) Given the product [CH2:18]([OH:13])[CH2:17][CH2:22][CH2:3][CH2:2][CH2:1][OH:5].[CH2:22]([OH:13])[CH2:17][CH2:3][CH2:2][CH2:1][OH:5], predict the reactants needed to synthesize it. The reactants are: [C:1]([OH:5])(=O)[CH:2]=[CH2:3].C1(C)C=CC(S(O)(=O)=[O:13])=CC=1.[CH:17]1[CH:22]=CC=C[CH:18]=1.